This data is from Reaction yield outcomes from USPTO patents with 853,638 reactions. The task is: Predict the reaction yield, written as a fraction of the theoretical maximum amount of product (1.0 means a 100% yield; for example, 0.34 means a 34% yield). (1) The reactants are [F:1][C:2]1[CH:7]=[C:6]([F:8])[CH:5]=[CH:4][C:3]=1[C@@H:9]1[CH2:13][NH:12][CH2:11][C@H:10]1[C:14]([O:16][CH3:17])=[O:15].CCN(C(C)C)C(C)C.[Cl:27][C:28]1[N:29]=[N:30][C:31](Cl)=[CH:32][CH:33]=1. The catalyst is O1CCOCC1. The product is [F:1][C:2]1[CH:7]=[C:6]([F:8])[CH:5]=[CH:4][C:3]=1[C@@H:9]1[CH2:13][N:12]([C:31]2[N:30]=[N:29][C:28]([Cl:27])=[CH:33][CH:32]=2)[CH2:11][C@H:10]1[C:14]([O:16][CH3:17])=[O:15]. The yield is 0.650. (2) The reactants are [Cl:1][C:2]1[CH:9]=[CH:8][C:5]([CH2:6][NH2:7])=[CH:4][CH:3]=1.[C:10]([CH2:12][C:13](O)=[O:14])#[N:11].C1C=CC2N(O)N=NC=2C=1.CCN=C=NCCCN(C)C.Cl. The catalyst is O1CCOCC1. The product is [Cl:1][C:2]1[CH:9]=[CH:8][C:5]([CH2:6][NH:7][C:13](=[O:14])[CH2:12][C:10]#[N:11])=[CH:4][CH:3]=1. The yield is 0.890. (3) No catalyst specified. The product is [Br:1][C:2]1[CH:3]=[CH:4][C:5]2[C:8]3([CH2:23][O:24][C:6]=2[CH:7]=1)[C:16]1[C:11](=[CH:12][CH:13]=[CH:14][CH:15]=1)[N:10]([CH2:17][CH2:18][CH2:19][CH2:20][CH3:21])[C:9]3=[O:22]. The yield is 0.820. The reactants are [Br:1][C:2]1[CH:7]=[CH:6][C:5]([C:8]2([CH2:23][OH:24])[C:16]3[C:11](=[CH:12][CH:13]=[CH:14][CH:15]=3)[N:10]([CH2:17][CH2:18][CH2:19][CH2:20][CH3:21])[C:9]2=[O:22])=[C:4](O)[CH:3]=1.ClC1C=CC(Cl)=C2C=1C(C1C(O)=CC3OCOC=3C=1)(CO)C(=O)N2CCCCC. (4) The reactants are [CH3:1][N:2]1[C:10]2[C:9](=[O:11])[CH2:8][CH2:7][C:6]([CH3:13])([CH3:12])[C:5]=2[C:4]([C:14]([O:16][CH2:17][CH3:18])=[O:15])=[N:3]1.C(O[CH:24](OC(C)(C)C)[N:25]([CH3:27])[CH3:26])(C)(C)C. The catalyst is CN(C)C=O. The product is [CH3:24][N:25]([CH:27]=[C:8]1[C:9](=[O:11])[C:10]2[N:2]([CH3:1])[N:3]=[C:4]([C:14]([O:16][CH2:17][CH3:18])=[O:15])[C:5]=2[C:6]([CH3:13])([CH3:12])[CH2:7]1)[CH3:26]. The yield is 0.870. (5) The reactants are [I:1][C:2]1[C:10]2[C:5](=[N:6][CH:7]=[C:8]([C:11]3[CH:12]=[C:13]([C:17]([N:19]4[CH2:24][CH2:23][O:22][CH2:21][CH2:20]4)=[O:18])[CH:14]=[CH:15][CH:16]=3)[CH:9]=2)[NH:4][CH:3]=1.[C:25]1([CH3:35])[CH:30]=[CH:29][C:28]([S:31](Cl)(=[O:33])=[O:32])=[CH:27][CH:26]=1.[OH-].[K+].[OH-].C([N+](CCCC)(CCCC)CCCC)CCC. The catalyst is C1(C)C=CC=CC=1.O. The product is [I:1][C:2]1[C:10]2[C:5](=[N:6][CH:7]=[C:8]([C:11]3[CH:12]=[C:13]([C:17]([N:19]4[CH2:20][CH2:21][O:22][CH2:23][CH2:24]4)=[O:18])[CH:14]=[CH:15][CH:16]=3)[CH:9]=2)[N:4]([S:31]([C:28]2[CH:29]=[CH:30][C:25]([CH3:35])=[CH:26][CH:27]=2)(=[O:33])=[O:32])[CH:3]=1. The yield is 0.740. (6) The reactants are [C:1]([O:5][C:6]([N:8]1[CH2:13][CH2:12][CH:11]([O:14][C:15]2[CH:39]=[C:38]([S:40][CH3:41])[CH:37]=[CH:36][C:16]=2[C:17]([NH:19][C:20]2[CH:35]=[CH:34][CH:33]=[CH:32][C:21]=2[C:22]([NH:24][C:25]2[CH:30]=[CH:29][C:28]([Cl:31])=[CH:27][N:26]=2)=[O:23])=[O:18])[CH2:10][CH2:9]1)=[O:7])([CH3:4])([CH3:3])[CH3:2].ClC1C=C(C=CC=1)C(OO)=O.[OH-:53].[Ca+2].[OH-:55]. The catalyst is C(Cl)(Cl)Cl. The product is [C:1]([O:5][C:6]([N:8]1[CH2:9][CH2:10][CH:11]([O:14][C:15]2[CH:39]=[C:38]([S:40]([CH3:41])(=[O:55])=[O:53])[CH:37]=[CH:36][C:16]=2[C:17]([NH:19][C:20]2[CH:35]=[CH:34][CH:33]=[CH:32][C:21]=2[C:22]([NH:24][C:25]2[CH:30]=[CH:29][C:28]([Cl:31])=[CH:27][N:26]=2)=[O:23])=[O:18])[CH2:12][CH2:13]1)=[O:7])([CH3:4])([CH3:3])[CH3:2]. The yield is 0.730. (7) The product is [O:4]1[C:5]2([CH2:6][CH2:7][CH:8]([N:11]3[C:45](=[O:46])[C:44]([CH:42]([C:39]4[CH:40]=[CH:41][C:36]([C:31]5[C:30]([C:28]#[N:29])=[CH:35][CH:34]=[CH:33][CH:32]=5)=[CH:37][CH:38]=4)[CH3:43])=[C:50]([CH2:51][CH2:52][CH3:53])[N:16]4[N:15]=[CH:14][CH:13]=[C:12]34)[CH2:9][CH2:10]2)[O:1][CH2:2][CH2:3]1. The yield is 0.740. The reactants are [O:1]1[C:5]2([CH2:10][CH2:9][CH:8]([NH:11][C:12]3[NH:16][N:15]=[CH:14][CH:13]=3)[CH2:7][CH2:6]2)[O:4][CH2:3][CH2:2]1.N12CCCN=C1CCCCC2.[C:28]([C:30]1[CH:35]=[CH:34][CH:33]=[CH:32][C:31]=1[C:36]1[CH:41]=[CH:40][C:39]([CH:42]([CH:44]([C:50](=O)[CH2:51][CH2:52][CH3:53])[C:45](OCC)=[O:46])[CH3:43])=[CH:38][CH:37]=1)#[N:29].C(OCC)(=O)C. The catalyst is CCN(C1C=CC=CC=1)CC.O.